This data is from CYP3A4 inhibition data for predicting drug metabolism from PubChem BioAssay. The task is: Regression/Classification. Given a drug SMILES string, predict its absorption, distribution, metabolism, or excretion properties. Task type varies by dataset: regression for continuous measurements (e.g., permeability, clearance, half-life) or binary classification for categorical outcomes (e.g., BBB penetration, CYP inhibition). Dataset: cyp3a4_veith. (1) The drug is CCc1cccc(C)c1NC(=O)CSc1nc2ccc(N3C(=O)c4ccccc4C3=O)cc2s1. The result is 1 (inhibitor). (2) The result is 0 (non-inhibitor). The drug is CC(C)(C)NC[C@@H](O)COc1ccccc1C1CCCC1. (3) The molecule is N[C@H](CP(=O)(O)O)C(=O)O. The result is 0 (non-inhibitor). (4) The drug is Cc1cc(OC(=O)c2ccccc2Cl)cc(=O)n1C. The result is 0 (non-inhibitor). (5) The compound is Clc1ccccc1-c1cncnc1NCCN1CCOCC1. The result is 1 (inhibitor). (6) The compound is O=C(O)c1c2ccccc2cc2ccccc12. The result is 0 (non-inhibitor).